This data is from Catalyst prediction with 721,799 reactions and 888 catalyst types from USPTO. The task is: Predict which catalyst facilitates the given reaction. (1) Reactant: C[O:2][C:3]([C:5]1([C:8]2[CH:13]=[CH:12][C:11]([C:14]3[CH:19]=[CH:18][C:17]([N:20]4[C:24]([NH:25][C:26]([O:28][C@H:29]([CH3:33])[CH:30]([CH3:32])[CH3:31])=[O:27])=[C:23]([CH3:34])[N:22]=[N:21]4)=[CH:16][CH:15]=3)=[CH:10][CH:9]=2)[CH2:7][CH2:6]1)=[O:4].C1COCC1.[Li+].[OH-].Cl. Product: [CH3:33][C@@H:29]([O:28][C:26]([NH:25][C:24]1[N:20]([C:17]2[CH:18]=[CH:19][C:14]([C:11]3[CH:10]=[CH:9][C:8]([C:5]4([C:3]([OH:4])=[O:2])[CH2:7][CH2:6]4)=[CH:13][CH:12]=3)=[CH:15][CH:16]=2)[N:21]=[N:22][C:23]=1[CH3:34])=[O:27])[CH:30]([CH3:31])[CH3:32]. The catalyst class is: 6. (2) Reactant: C([O:8][C:9]1[CH:14]=[CH:13][C:12]([N+:15]([O-])=O)=[CH:11][C:10]=1[C:18]([F:21])([F:20])[F:19])C1C=CC=CC=1. Product: [NH2:15][C:12]1[CH:13]=[CH:14][C:9]([OH:8])=[C:10]([C:18]([F:19])([F:20])[F:21])[CH:11]=1. The catalyst class is: 19. (3) Reactant: [CH3:1][CH:2]1[NH:7][CH2:6][CH2:5][N:4]([C:8]2[C:13]([O:14][CH3:15])=[C:12]3[N:16]([CH:24]4[CH2:26][CH2:25]4)[CH:17]=[C:18]([C:21]([OH:23])=[O:22])[C:19](=[O:20])[C:11]3=[CH:10][C:9]=2[F:27])[CH2:3]1.[CH3:1][CH:2]1[NH:7][CH2:6][CH2:5][N:4]([C:8]2[C:13]([O:14][CH3:15])=[C:12]3[N:16]([CH:24]4[CH2:26][CH2:25]4)[CH:17]=[C:18]([C:21]([OH:23])=[O:22])[C:19](=[O:20])[C:11]3=[CH:10][C:9]=2[F:27])[CH2:3]1.O.O.O.[C:58]([OH:77])(=[O:76])[CH2:59][CH2:60][CH2:61][CH2:62][CH2:63][CH2:64][CH2:65][CH2:66][CH2:67][CH2:68][CH2:69][CH2:70][CH2:71][CH2:72][CH2:73][CH2:74][CH3:75]. Product: [CH3:1][CH:2]1[NH:7][CH2:6][CH2:5][N:4]([C:8]2[C:13]([O:14][CH3:15])=[C:12]3[N:16]([CH:24]4[CH2:26][CH2:25]4)[CH:17]=[C:18]([C:21]([OH:23])=[O:22])[C:19](=[O:20])[C:11]3=[CH:10][C:9]=2[F:27])[CH2:3]1.[C:58]([OH:77])(=[O:76])[CH2:59][CH2:60][CH2:61][CH2:62][CH2:63][CH2:64][CH2:65][CH2:66][CH2:67][CH2:68][CH2:69][CH2:70][CH2:71][CH2:72][CH2:73][CH2:74][CH3:75]. The catalyst class is: 8. (4) Reactant: [F:1][C:2]([F:24])([F:23])[C:3]1[CH:22]=[CH:21][CH:20]=[CH:19][C:4]=1[CH:5]([O:14][CH:15]1[CH2:18][NH:17][CH2:16]1)[C:6]1[CH:11]=[CH:10][C:9]([O:12][CH3:13])=[CH:8][CH:7]=1.C(=O)([O-])[O-].[C:29]([N:33]=[C:34]=[O:35])([CH3:32])([CH3:31])[CH3:30]. Product: [F:24][C:2]([F:1])([F:23])[C:3]1[CH:22]=[CH:21][CH:20]=[CH:19][C:4]=1[CH:5]([O:14][CH:15]1[CH2:18][N:17]([C:34]([NH:33][C:29]([CH3:32])([CH3:31])[CH3:30])=[O:35])[CH2:16]1)[C:6]1[CH:11]=[CH:10][C:9]([O:12][CH3:13])=[CH:8][CH:7]=1. The catalyst class is: 2. (5) Reactant: [Br:1][C:2]1[CH:7]=[CH:6][C:5]([C:8]([OH:17])=[CH:9][C:10](=O)[C:11]([O:13][CH2:14][CH3:15])=[O:12])=[CH:4][CH:3]=1.[NH2:18]O.Cl.O.C(OCC)(=O)C. Product: [Br:1][C:2]1[CH:7]=[CH:6][C:5]([C:8]2[O:17][N:18]=[C:10]([C:11]([O:13][CH2:14][CH3:15])=[O:12])[CH:9]=2)=[CH:4][CH:3]=1. The catalyst class is: 8. (6) Reactant: [CH3:1][C:2]1[C:3]([NH:8][C:9]([CH:11]2[CH2:16][CH2:15][N:14](C(OCC3C=CC=CC=3)=O)[CH2:13][CH2:12]2)=[O:10])=[N:4][CH:5]=[CH:6][CH:7]=1.[H][H]. Product: [CH3:1][C:2]1[C:3]([NH:8][C:9]([CH:11]2[CH2:16][CH2:15][NH:14][CH2:13][CH2:12]2)=[O:10])=[N:4][CH:5]=[CH:6][CH:7]=1. The catalyst class is: 29. (7) Reactant: [CH2:1]([O:3][C:4]([C:6]1[NH:7][CH:8]=[C:9]2[CH:18]([C:19]3[O:20][C:21]([S:24][C:25]4[NH:29][C:28]5[CH:30]=[CH:31][C:32]([O:34][CH:35]([F:37])[F:36])=[CH:33][C:27]=5[N:26]=4)=[CH:22][CH:23]=3)[C:17]3[C:16](=[O:38])[CH2:15][N:14](OC(C)(C)C)[CH2:13][C:12]=3[NH:11][C:10]=12)=[O:5])[CH3:2].[ClH:44]. Product: [ClH:44].[CH2:1]([O:3][C:4]([C:6]1[NH:7][CH:8]=[C:9]2[CH:18]([C:19]3[O:20][C:21]([S:24][C:25]4[NH:29][C:28]5[CH:30]=[CH:31][C:32]([O:34][CH:35]([F:37])[F:36])=[CH:33][C:27]=5[N:26]=4)=[CH:22][CH:23]=3)[C:17]3[C:16](=[O:38])[CH2:15][NH:14][CH2:13][C:12]=3[NH:11][C:10]=12)=[O:5])[CH3:2]. The catalyst class is: 12. (8) Reactant: [Li+].C[Si]([N-][Si](C)(C)C)(C)C.[CH3:11][N:12]([C:25](=[O:28])[CH2:26][CH3:27])[N:13]=[C:14]([C:20]([O:22]CC)=O)[C:15]([O:17][CH2:18][CH3:19])=[O:16]. Product: [OH:22][C:20]1[C:14]([C:15]([O:17][CH2:18][CH3:19])=[O:16])=[N:13][N:12]([CH3:11])[C:25](=[O:28])[C:26]=1[CH3:27]. The catalyst class is: 1. (9) Reactant: [Cl:1][C:2]1[CH:3]=[CH:4][C:5]([O:24]CC2C=CC(OC)=CC=2)=[C:6]([C:8]2[N:12]([CH2:13][O:14][CH2:15][CH2:16][Si:17]([CH3:20])([CH3:19])[CH3:18])[N:11]=[CH:10][C:9]=2[N+:21]([O-:23])=[O:22])[CH:7]=1.O.C(=O)(O)[O-].[Na+]. Product: [Cl:1][C:2]1[CH:3]=[CH:4][C:5]([OH:24])=[C:6]([C:8]2[N:12]([CH2:13][O:14][CH2:15][CH2:16][Si:17]([CH3:18])([CH3:19])[CH3:20])[N:11]=[CH:10][C:9]=2[N+:21]([O-:23])=[O:22])[CH:7]=1. The catalyst class is: 4.